The task is: Predict which catalyst facilitates the given reaction.. This data is from Catalyst prediction with 721,799 reactions and 888 catalyst types from USPTO. (1) Reactant: [Br:1][C:2]1[CH:3]=[C:4]([C:10]2[S:11][C:12]3[CH2:17][CH2:16][C:15](=O)[NH:14][C:13]=3[N:19]=2)[C:5]([O:8][CH3:9])=[N:6][CH:7]=1. Product: [Br:1][C:2]1[CH:3]=[C:4]([C:10]2[S:11][C:12]3[CH2:17][CH2:16][CH2:15][NH:14][C:13]=3[N:19]=2)[C:5]([O:8][CH3:9])=[N:6][CH:7]=1. The catalyst class is: 1. (2) Product: [C:7]([NH:1][C@@H:2]([CH2:5][CH3:6])[CH2:3][OH:4])([C:8]1[CH:13]=[CH:12][CH:11]=[CH:10][CH:9]=1)([C:20]1[CH:21]=[CH:22][CH:23]=[CH:24][CH:25]=1)[C:14]1[CH:15]=[CH:16][CH:17]=[CH:18][CH:19]=1. Reactant: [NH2:1][C@@H:2]([CH2:5][CH3:6])[CH2:3][OH:4].[C:7](Cl)([C:20]1[CH:25]=[CH:24][CH:23]=[CH:22][CH:21]=1)([C:14]1[CH:19]=[CH:18][CH:17]=[CH:16][CH:15]=1)[C:8]1[CH:13]=[CH:12][CH:11]=[CH:10][CH:9]=1.CCCCCC.CCOCC.CO. The catalyst class is: 2. (3) Reactant: [CH3:1][C:2]1[C:7]([C:8]2[C:9](=[O:34])[NH:10][C:11](=[O:33])[N:12]([CH2:14][CH2:15][CH2:16][N:17]3[CH2:22][C@H:21]4[C@:19]([C:23]5[CH:28]=[CH:27][C:26]([C:29]([F:32])([F:31])[F:30])=[CH:25][CH:24]=5)([CH2:20]4)[CH2:18]3)[N:13]=2)=[CH:6][CH:5]=[CH:4][N:3]=1.[ClH:35]. Product: [ClH:35].[ClH:35].[CH3:1][C:2]1[C:7]([C:8]2[C:9](=[O:34])[NH:10][C:11](=[O:33])[N:12]([CH2:14][CH2:15][CH2:16][N:17]3[CH2:22][C@H:21]4[C@:19]([C:23]5[CH:28]=[CH:27][C:26]([C:29]([F:32])([F:31])[F:30])=[CH:25][CH:24]=5)([CH2:20]4)[CH2:18]3)[N:13]=2)=[CH:6][CH:5]=[CH:4][N:3]=1. The catalyst class is: 61. (4) Reactant: [CH:1]([Mg]Br)=[CH2:2].[CH2:5]([N:8]([CH3:29])[C:9]1[C:13]([C:14](N(OC)C)=[O:15])=[CH:12][N:11]([CH2:20][C:21]2[CH:26]=[CH:25][C:24]([O:27][CH3:28])=[CH:23][CH:22]=2)[N:10]=1)[CH:6]=[CH2:7]. Product: [CH2:5]([N:8]([CH3:29])[C:9]1[C:13]([C:14](=[O:15])[CH:1]=[CH2:2])=[CH:12][N:11]([CH2:20][C:21]2[CH:22]=[CH:23][C:24]([O:27][CH3:28])=[CH:25][CH:26]=2)[N:10]=1)[CH:6]=[CH2:7]. The catalyst class is: 1. (5) The catalyst class is: 6. Product: [CH:1]1([C:7]([OH:8])=[O:10])[CH2:6][CH2:5][CH2:4][CH2:3][CH2:2]1.[Br:15][C:16]([F:25])([F:26])[C:17]([F:23])([F:24])[CH2:18][CH2:19][CH2:20][CH3:21]. Reactant: [CH:1]1([C:7](Cl)=[O:8])[CH2:6][CH2:5][CH2:4][CH2:3][CH2:2]1.[O:10]1CCCC1.[Br:15][C:16]([F:26])([F:25])[C:17]([F:24])([F:23])[CH2:18][CH2:19][CH2:20][CH2:21]O.C(N(CC)CC)C. (6) Reactant: C(Br)(Br)(Br)Br.[C:6]([O:10][C:11]([N:13]([C:33]([O:35][C:36]([CH3:39])([CH3:38])[CH3:37])=[O:34])[C:14]1[C:19]([C:20]([O:22][CH3:23])=[O:21])=[C:18](O)[C:17]([C:25]2[C:29]([F:30])=[CH:28][O:27][C:26]=2[CH2:31][OH:32])=[CH:16][CH:15]=1)=[O:12])([CH3:9])([CH3:8])[CH3:7].C1(P(C2C=CC=CC=2)C2C=CC=CC=2)C=CC=CC=1. Product: [C:6]([O:10][C:11]([N:13]([C:33]([O:35][C:36]([CH3:38])([CH3:37])[CH3:39])=[O:34])[C:14]1[C:19]([C:20]([O:22][CH3:23])=[O:21])=[C:18]2[C:17]([C:25]3[C:29]([F:30])=[CH:28][O:27][C:26]=3[CH2:31][O:32]2)=[CH:16][CH:15]=1)=[O:12])([CH3:8])([CH3:9])[CH3:7]. The catalyst class is: 2. (7) Reactant: Cl.[CH2:2]([O:9][CH2:10][C@H:11]([OH:37])[CH2:12][C:13]1[N:14](C(C2C=CC=CC=2)(C2C=CC=CC=2)C2C=CC=CC=2)[CH:15]=[CH:16][N:17]=1)[C:3]1[CH:8]=[CH:7][CH:6]=[CH:5][CH:4]=1. Product: [CH2:2]([O:9][CH2:10][C@H:11]([OH:37])[CH2:12][C:13]1[NH:14][CH:15]=[CH:16][N:17]=1)[C:3]1[CH:8]=[CH:7][CH:6]=[CH:5][CH:4]=1. The catalyst class is: 21.